Dataset: Forward reaction prediction with 1.9M reactions from USPTO patents (1976-2016). Task: Predict the product of the given reaction. Given the reactants Br[CH2:2][CH2:3][C:4]([F:7])([F:6])[F:5].[Br:8][C:9]1[CH:14]=[CH:13][C:12]([SH:15])=[CH:11][CH:10]=1.C(=O)([O-])[O-].[K+].[K+].O, predict the reaction product. The product is: [F:5][C:4]([F:7])([F:6])[CH2:3][CH2:2][S:15][C:12]1[CH:13]=[CH:14][C:9]([Br:8])=[CH:10][CH:11]=1.